From a dataset of Full USPTO retrosynthesis dataset with 1.9M reactions from patents (1976-2016). Predict the reactants needed to synthesize the given product. (1) Given the product [O:21]1[CH:22]=[CH:23][N:24]=[C:20]1[C:4]1[N:5]([C:14]2[CH:19]=[CH:18][CH:17]=[CH:16][CH:15]=2)[C:6]2[C:11]([C:12](=[O:13])[C:3]=1[CH2:2][NH:1][C:31]([C:29]1[CH:28]=[N:27][N:26]([CH3:25])[CH:30]=1)=[O:32])=[CH:10][CH:9]=[CH:8][N:7]=2, predict the reactants needed to synthesize it. The reactants are: [NH2:1][CH2:2][C:3]1[C:12](=[O:13])[C:11]2[C:6](=[N:7][CH:8]=[CH:9][CH:10]=2)[N:5]([C:14]2[CH:19]=[CH:18][CH:17]=[CH:16][CH:15]=2)[C:4]=1[C:20]1[O:21][CH:22]=[CH:23][N:24]=1.[CH3:25][N:26]1[CH:30]=[C:29]([C:31](O)=[O:32])[CH:28]=[N:27]1. (2) Given the product [F:1][C:2]1[CH:7]=[CH:6][C:5]([N:8]2[C:16]3[C:11](=[CH:12][C:13](/[CH:36]=[CH:35]/[C:34]([O:38][CH2:39][CH3:40])=[O:37])=[C:14]([CH3:17])[CH:15]=3)[CH:10]=[N:9]2)=[CH:4][CH:3]=1, predict the reactants needed to synthesize it. The reactants are: [F:1][C:2]1[CH:7]=[CH:6][C:5]([N:8]2[C:16]3[C:11](=[CH:12][C:13](O)=[C:14]([CH3:17])[CH:15]=3)[CH:10]=[N:9]2)=[CH:4][CH:3]=1.S(OS(C(F)(F)F)(=O)=O)(C(F)(F)F)(=O)=O.[C:34]([O:38][CH2:39][CH3:40])(=[O:37])[CH:35]=[CH2:36].C(N(CC)CC)C. (3) Given the product [CH:14]([N:27]1[CH2:30][CH:29]([O:13][C:10]2[CH:9]=[CH:8][C:7]([C:1]3[CH:2]=[CH:3][CH:4]=[CH:5][CH:6]=3)=[CH:12][CH:11]=2)[CH2:28]1)([C:21]1[CH:22]=[CH:23][CH:24]=[CH:25][CH:26]=1)[C:15]1[CH:16]=[CH:17][CH:18]=[CH:19][CH:20]=1, predict the reactants needed to synthesize it. The reactants are: [C:1]1([C:7]2[CH:12]=[CH:11][C:10]([OH:13])=[CH:9][CH:8]=2)[CH:6]=[CH:5][CH:4]=[CH:3][CH:2]=1.[CH:14]([N:27]1[CH2:30][CH:29](O)[CH2:28]1)([C:21]1[CH:26]=[CH:25][CH:24]=[CH:23][CH:22]=1)[C:15]1[CH:20]=[CH:19][CH:18]=[CH:17][CH:16]=1.C1(P(C2C=CC=CC=2)C2C=CC=CC=2)C=CC=CC=1.N(C(OC(C)C)=O)=NC(OC(C)C)=O. (4) Given the product [CH2:1]([O:3][C:4](=[O:23])[CH2:5][CH2:6][CH2:7][CH2:8][C@H:9]1[CH2:13][C:12]([F:15])([F:14])[CH2:11][N:10]1[C:16]([O:18][C:19]([CH3:22])([CH3:21])[CH3:20])=[O:17])[CH3:2], predict the reactants needed to synthesize it. The reactants are: [CH2:1]([O:3][C:4](=[O:23])[CH:5]=[CH:6][CH2:7][CH2:8][C@H:9]1[CH2:13][C:12]([F:15])([F:14])[CH2:11][N:10]1[C:16]([O:18][C:19]([CH3:22])([CH3:21])[CH3:20])=[O:17])[CH3:2]. (5) Given the product [NH2:1][C:2]1[N:3]=[CH:4][C:5]([C:8]#[C:9][C:10]2[CH:11]=[C:12]([NH:16][C:17]([NH:33][CH:31]3[CH2:30][CH2:29][O:28][C:27]([CH3:34])([CH3:26])[CH2:32]3)=[O:25])[CH:13]=[CH:14][CH:15]=2)=[CH:6][N:7]=1, predict the reactants needed to synthesize it. The reactants are: [NH2:1][C:2]1[N:7]=[CH:6][C:5]([C:8]#[C:9][C:10]2[CH:11]=[C:12]([NH:16][C:17](=[O:25])OC3C=CC=CC=3)[CH:13]=[CH:14][CH:15]=2)=[CH:4][N:3]=1.[CH3:26][C:27]1([CH3:34])[CH2:32][CH:31]([NH2:33])[CH2:30][CH2:29][O:28]1. (6) The reactants are: CON(C)[C:4](=[O:32])[C:5]1[CH:10]=[CH:9][CH:8]=[C:7]([NH:11][C:12]2[CH:17]=[C:16]([NH:18][C:19]3[CH:24]=[CH:23][C:22]([O:25][C:26]4[CH:31]=[CH:30][CH:29]=[CH:28][CH:27]=4)=[CH:21][CH:20]=3)[N:15]=[CH:14][N:13]=2)[CH:6]=1.[C:34]([Mg]Br)#[C:35][CH2:36]C. Given the product [O:25]([C:22]1[CH:23]=[CH:24][C:19]([NH:18][C:16]2[N:15]=[CH:14][N:13]=[C:12]([NH:11][C:7]3[CH:6]=[C:5]([C:4](=[O:32])[C:34]#[C:35][CH3:36])[CH:10]=[CH:9][CH:8]=3)[CH:17]=2)=[CH:20][CH:21]=1)[C:26]1[CH:31]=[CH:30][CH:29]=[CH:28][CH:27]=1, predict the reactants needed to synthesize it. (7) Given the product [Cl:14][C:4]1[CH:3]=[C:2]([B:18]2[O:19][C:20]([CH3:22])([CH3:21])[C:16]([CH3:32])([CH3:15])[O:17]2)[C:7]([CH3:8])=[CH:6][C:5]=1[CH2:9][C:10]([O:12][CH3:13])=[O:11], predict the reactants needed to synthesize it. The reactants are: Br[C:2]1[C:7]([CH3:8])=[CH:6][C:5]([CH2:9][C:10]([O:12][CH3:13])=[O:11])=[C:4]([Cl:14])[CH:3]=1.[CH3:15][C:16]1([CH3:32])[C:20]([CH3:22])([CH3:21])[O:19][B:18]([B:18]2[O:19][C:20]([CH3:22])([CH3:21])[C:16]([CH3:32])([CH3:15])[O:17]2)[O:17]1.CC([O-])=O.[K+].